Dataset: NCI-60 drug combinations with 297,098 pairs across 59 cell lines. Task: Regression. Given two drug SMILES strings and cell line genomic features, predict the synergy score measuring deviation from expected non-interaction effect. Drug 1: C1CN1P(=S)(N2CC2)N3CC3. Drug 2: CC1=C2C(C(=O)C3(C(CC4C(C3C(C(C2(C)C)(CC1OC(=O)C(C(C5=CC=CC=C5)NC(=O)C6=CC=CC=C6)O)O)OC(=O)C7=CC=CC=C7)(CO4)OC(=O)C)O)C)OC(=O)C. Cell line: OVCAR-4. Synergy scores: CSS=4.72, Synergy_ZIP=-2.67, Synergy_Bliss=-3.29, Synergy_Loewe=-42.3, Synergy_HSA=-5.97.